Regression. Given a peptide amino acid sequence and an MHC pseudo amino acid sequence, predict their binding affinity value. This is MHC class I binding data. From a dataset of Peptide-MHC class I binding affinity with 185,985 pairs from IEDB/IMGT. The peptide sequence is LTKFVAAALH. The MHC is HLA-A33:01 with pseudo-sequence HLA-A33:01. The binding affinity (normalized) is 0.202.